From a dataset of Experimentally validated miRNA-target interactions with 360,000+ pairs, plus equal number of negative samples. Binary Classification. Given a miRNA mature sequence and a target amino acid sequence, predict their likelihood of interaction. (1) Result: 1 (interaction). The protein sequence of the target gene is MESGPRAELGAGAPPAVVARTPPEPRPSPEGDPSPPPPPMSALVPDTPPDTPPAMKNATSSKQLPLEPESPSGQVGPRPAPPQEESPSSEAKSRGPTPPAMGPRDARPPRRSSQPSPTAVPASDSPPTKQEVKKAGERHKLAKERREERAKYLAAKKAVWLEKEEKAKALREKQLQERRRRLEEQRLKAEQRRAALEERQRQKLEKNKERYEAAIQRSVKKTWAEIRQQRWSWAGALHHSSPGHKTSGSRCSVSAVNLPKHVDSIINKRLSKSSATLWNSPSRNRSLQLSAWESSIVDRL.... The miRNA is hsa-miR-191-3p with sequence GCUGCGCUUGGAUUUCGUCCCC. (2) The miRNA is hsa-miR-4785 with sequence AGAGUCGGCGACGCCGCCAGC. The protein sequence of the target gene is MISPDPRPSPGLARWAESYEAKCERRQEIRESRRCRPNVTTCRQVGKTLRIQQREQLQRARLQQFFRRRNLELEEKGKAQHPQAREQGPSRRPGQVTVLKEPLSCARRISSPREQVTGTSSEVFPAQHPPPSGICRDLSDHLSSQAGGLPPQDTPIKKPPKHHRGTQTKAEGPTIKNDASQQTNYGVAVLDKEIIQLSDYLKEALQRELVLKQKMVILQDLLSTLIQASDSSWKGQLNEDKLKGKLRSLENQLYTCTQKYSPWGMKKVLLEMEDQKNSYEQKAKESLQKVLEEKMNAEQQ.... Result: 0 (no interaction). (3) The miRNA is mmu-miR-9-5p with sequence UCUUUGGUUAUCUAGCUGUAUGA. The protein sequence of the target gene is MADAWEEIRRLAADFQRAQFAESTQRLSERNCIEIVNKLISQKQLEVVHTLDGKEYITPAQISKEMRDELHVRGGRVNIVDLQQVINVDLTHIESRVSDIIKSEKHVQMVLGQLIDENYLDQLSEEVNDKLQESGQVTVSELCKAYDLPGDFLTQALTQRLGRIINGHLDLDNRGVIFTEAFVARHKARIRGLFSAITRPTPVNSLVSKYGFQEQLLYSVLEDLVSTGRLRGTVVGGRQDKAVFVPDIYSRTQSTWVDSFFRQNGYLEFDALSRLGIPDAVNYIKKRYKNTQLLFLKATC.... Result: 1 (interaction).